From a dataset of Forward reaction prediction with 1.9M reactions from USPTO patents (1976-2016). Predict the product of the given reaction. (1) Given the reactants [F:1][C:2]([F:15])([F:14])[C:3]1[CH:4]=[CH:5][C:6]([NH:9][S:10]([CH3:13])(=[O:12])=[O:11])=[N:7][CH:8]=1.[N+:16]([O-])([OH:18])=[O:17], predict the reaction product. The product is: [N+:16]([C:5]1[C:6]([NH:9][S:10]([CH3:13])(=[O:12])=[O:11])=[N:7][CH:8]=[C:3]([C:2]([F:1])([F:14])[F:15])[CH:4]=1)([O-:18])=[O:17]. (2) Given the reactants [Br:1][C:2]1[CH:3]=[CH:4][C:5]([O:11][CH2:12][C:13]2[CH:18]=[CH:17][CH:16]=[CH:15][CH:14]=2)=[C:6]([CH:10]=1)[C:7]([OH:9])=O.C1N=CN(C(N2C=NC=C2)=O)C=1.[F:31][C:32]1[CH:33]=[C:34]([NH2:38])[CH:35]=[CH:36][CH:37]=1, predict the reaction product. The product is: [Br:1][C:2]1[CH:3]=[CH:4][C:5]([O:11][CH2:12][C:13]2[CH:18]=[CH:17][CH:16]=[CH:15][CH:14]=2)=[C:6]([CH:10]=1)[C:7]([NH:38][C:34]1[CH:35]=[CH:36][CH:37]=[C:32]([F:31])[CH:33]=1)=[O:9]. (3) Given the reactants Cl[C:2]1[C:3]2[NH:10][C:9]([CH3:11])=[C:8]([C:12]([O:14][CH2:15][CH3:16])=[O:13])[C:4]=2[N:5]=[CH:6][N:7]=1.[CH:17]1([CH2:20][O:21][C:22]2[CH:27]=[C:26]([O:28][CH3:29])[CH:25]=[CH:24][C:23]=2B2OC(C)(C)C(C)(C)O2)[CH2:19][CH2:18]1, predict the reaction product. The product is: [CH:17]1([CH2:20][O:21][C:22]2[CH:27]=[C:26]([O:28][CH3:29])[CH:25]=[CH:24][C:23]=2[C:2]2[C:3]3[NH:10][C:9]([CH3:11])=[C:8]([C:12]([O:14][CH2:15][CH3:16])=[O:13])[C:4]=3[N:5]=[CH:6][N:7]=2)[CH2:18][CH2:19]1. (4) Given the reactants [Cl:1][S:2]([C:5]1[CH:6]=[C:7]([CH:11]=[CH:12][CH:13]=1)[C:8](O)=[O:9])(=[O:4])=[O:3].S(Cl)([Cl:16])=O.ClC(Cl)C, predict the reaction product. The product is: [Cl:1][S:2]([C:5]1[CH:6]=[C:7]([CH:11]=[CH:12][CH:13]=1)[C:8]([Cl:16])=[O:9])(=[O:4])=[O:3]. (5) Given the reactants Br[C:2]1[CH:11]=[C:10]2[C:5]([CH:6]=[N:7][C:8]([NH2:12])=[N:9]2)=[C:4]([F:13])[CH:3]=1.F[B-](F)(F)F.F[B-](F)(F)F.C1(P(C2CCCCC2)CCCP(C2CCCCC2)C2CCCCC2)CCCCC1.[C:53]([O-:56])([O-])=[O:54].[K+].[K+].[CH3:59]O, predict the reaction product. The product is: [NH2:12][C:8]1[N:7]=[CH:6][C:5]2[C:10](=[CH:11][C:2]([C:53]([O:56][CH3:59])=[O:54])=[CH:3][C:4]=2[F:13])[N:9]=1. (6) Given the reactants Cl.[Br:2][C:3]1[CH:4]=[C:5]([NH:11][C:12]2[N:17]=[CH:16][C:15]([N:18]3[CH2:23][CH2:22][N:21](C(OC(C)(C)C)=O)[CH2:20][C:19]3=[O:31])=[CH:14][CH:13]=2)[C:6](=[O:10])[N:7]([CH3:9])[CH:8]=1, predict the reaction product. The product is: [Br:2][C:3]1[CH:4]=[C:5]([NH:11][C:12]2[N:17]=[CH:16][C:15]([N:18]3[CH2:23][CH2:22][NH:21][CH2:20][C:19]3=[O:31])=[CH:14][CH:13]=2)[C:6](=[O:10])[N:7]([CH3:9])[CH:8]=1. (7) Given the reactants Br[C:2]1[CH:31]=[CH:30][C:5]([CH2:6][N:7]2[C:11]3[CH:12]=[CH:13][C:14]([C:16]([NH:18][C@H:19]([C:21]4[CH:26]=[CH:25][CH:24]=[C:23]([CH:27]([CH3:29])[CH3:28])[CH:22]=4)[CH3:20])=[O:17])=[CH:15][C:10]=3[N:9]=[CH:8]2)=[CH:4][CH:3]=1.[CH3:32][C:33]1([CH3:49])[C:37]([CH3:39])([CH3:38])[O:36][B:35]([B:35]2[O:36][C:37]([CH3:39])([CH3:38])[C:33]([CH3:49])([CH3:32])[O:34]2)[O:34]1.COC1C=CC=C(OC)C=1C1C=CC=CC=1P(C1CCCCC1)C1CCCCC1.CC([O-])=O.[K+], predict the reaction product. The product is: [CH:27]([C:23]1[CH:22]=[C:21]([C@@H:19]([NH:18][C:16]([C:14]2[CH:13]=[CH:12][C:11]3[N:7]([CH2:6][C:5]4[CH:30]=[CH:31][C:2]([B:35]5[O:36][C:37]([CH3:39])([CH3:38])[C:33]([CH3:49])([CH3:32])[O:34]5)=[CH:3][CH:4]=4)[CH:8]=[N:9][C:10]=3[CH:15]=2)=[O:17])[CH3:20])[CH:26]=[CH:25][CH:24]=1)([CH3:29])[CH3:28]. (8) Given the reactants [Cl:1][C:2]1[N:7]=[N:6][C:5]([N:8]=[CH:9]N(C)C)=[CH:4][CH:3]=1.Br[CH2:14][C:15]([C:17]1[CH:18]=[C:19]2[C:24](=[CH:25][CH:26]=1)[N:23]=[CH:22][CH:21]=[CH:20]2)=[O:16].C(N(CC)CC)C, predict the reaction product. The product is: [Cl:1][C:2]1[CH:3]=[CH:4][C:5]2[N:6]([C:14]([C:15]([C:17]3[CH:18]=[C:19]4[C:24](=[CH:25][CH:26]=3)[N:23]=[CH:22][CH:21]=[CH:20]4)=[O:16])=[CH:9][N:8]=2)[N:7]=1.